From a dataset of Forward reaction prediction with 1.9M reactions from USPTO patents (1976-2016). Predict the product of the given reaction. (1) Given the reactants [H-].[Al+3].[Li+].[H-].[H-].[H-].[C:7]1(=[CH:10][C:11]2[CH:20]=[CH:19][C:14]([C:15](OC)=[O:16])=[CH:13][CH:12]=2)[CH2:9][CH2:8]1.O, predict the reaction product. The product is: [C:7]1(=[CH:10][C:11]2[CH:12]=[CH:13][C:14]([CH2:15][OH:16])=[CH:19][CH:20]=2)[CH2:9][CH2:8]1. (2) Given the reactants [N:1]1[CH:6]=[C:5]([C:7]([OH:9])=O)[CH:4]=[N:3][CH:2]=1.Cl.[CH3:11][NH:12][O:13][CH3:14].CCN=C=NCCCN(C)C.Cl, predict the reaction product. The product is: [CH3:14][O:13][N:12]([CH3:11])[C:7]([C:5]1[CH:4]=[N:3][CH:2]=[N:1][CH:6]=1)=[O:9]. (3) Given the reactants [F:1][C:2]1[CH:3]=[CH:4][CH:5]=[C:6]2[C:11]=1[C:10](=[O:12])[NH:9][C:8]([C:13]([O:15]C)=O)=[CH:7]2.[NH3:17].CO, predict the reaction product. The product is: [F:1][C:2]1[CH:3]=[CH:4][CH:5]=[C:6]2[C:11]=1[C:10](=[O:12])[NH:9][C:8]([C:13]([NH2:17])=[O:15])=[CH:7]2.